Dataset: Reaction yield outcomes from USPTO patents with 853,638 reactions. Task: Predict the reaction yield, written as a fraction of the theoretical maximum amount of product (1.0 means a 100% yield; for example, 0.34 means a 34% yield). (1) The reactants are P(Cl)(Cl)(Cl)=O.[Br:6][C:7]1[CH:8]=[C:9]2[C:13](=[CH:14][C:15]=1[Cl:16])[NH:12][CH:11]=[CH:10]2.[OH-].[Na+].O.CN([CH:23]=[O:24])C. No catalyst specified. The product is [Br:6][C:7]1[CH:8]=[C:9]2[C:13](=[CH:14][C:15]=1[Cl:16])[NH:12][CH:11]=[C:10]2[CH:23]=[O:24]. The yield is 0.900. (2) The reactants are Br[C:2]1[CH:15]=[CH:14][C:13]2[N:12]([C:16]3[CH:21]=[CH:20][CH:19]=[CH:18][CH:17]=3)[C:11]3[C:6](=[CH:7][C:8]([C:22]4[CH:27]=[CH:26][CH:25]=[CH:24][CH:23]=4)=[CH:9][CH:10]=3)[C:5]([CH3:29])([CH3:28])[C:4]=2[CH:3]=1.[CH2:30](O)[CH3:31].C(=O)([O-])[O-].[K+].[K+].[C:39]1([CH3:45])[CH:44]=[CH:43][CH:42]=[CH:41][CH:40]=1. The catalyst is C1C=CC([P]([Pd]([P](C2C=CC=CC=2)(C2C=CC=CC=2)C2C=CC=CC=2)([P](C2C=CC=CC=2)(C2C=CC=CC=2)C2C=CC=CC=2)[P](C2C=CC=CC=2)(C2C=CC=CC=2)C2C=CC=CC=2)(C2C=CC=CC=2)C2C=CC=CC=2)=CC=1. The product is [C:39]1([C:45]2[CH:31]=[CH:30][CH:29]=[CH:5][CH:28]=2)[CH:44]=[CH:43][C:42]([N:12]([C:11]2[CH:10]=[CH:9][C:8]([C:22]3[CH:27]=[CH:26][CH:25]=[CH:24][CH:23]=3)=[CH:7][CH:6]=2)[C:25]2[CH:26]=[CH:27][C:22]([C:8]3[CH:9]=[CH:10][C:11]4[N:12]([C:16]5[CH:17]=[CH:18][CH:19]=[CH:20][CH:21]=5)[C:13]5[C:4](=[CH:3][C:2]([C:15]6[CH:2]=[CH:3][CH:4]=[CH:13][CH:14]=6)=[CH:15][CH:14]=5)[C:5]([CH3:29])([CH3:28])[C:6]=4[CH:7]=3)=[CH:23][CH:24]=2)=[CH:41][CH:40]=1. The yield is 0.640. (3) The reactants are [CH3:1][C:2]1[CH:3]=[C:4]2[C:8](=[CH:9][CH:10]=1)[C:7](=[O:11])[O:6][C:5]2=O.O.[NH2:14][NH2:15]. The catalyst is C(O)(C)C. The product is [CH3:1][C:2]1[CH:3]=[C:4]2[C:8](=[CH:9][CH:10]=1)[C:7](=[O:11])[NH:15][NH:14][C:5]2=[O:6]. The yield is 0.720. (4) The reactants are [C:1]([C:3]1[CH:4]=[C:5]([CH:9]=[CH:10][CH:11]=1)[C:6](Cl)=[O:7])#[N:2].CO.[NH2:14][NH2:15]. The catalyst is C(Cl)Cl. The product is [C:1]([C:3]1[CH:4]=[C:5]([CH:9]=[CH:10][CH:11]=1)[C:6]([NH:14][NH2:15])=[O:7])#[N:2]. The yield is 0.390. (5) The reactants are [CH2:1]([O:8][C:9]1[CH:14]=[CH:13][C:12]([OH:15])=[C:11]([CH:16]([OH:23])[C:17]2[CH:22]=[CH:21][CH:20]=[CH:19][CH:18]=2)[CH:10]=1)[C:2]1[CH:7]=[CH:6][CH:5]=[CH:4][CH:3]=1.C([O-])([O-])=O.[Cs+].[Cs+].Br[C:31]([CH3:38])([CH3:37])[C:32]([O:34][CH2:35][CH3:36])=[O:33]. The catalyst is CN(C=O)C. The product is [CH2:35]([O:34][C:32](=[O:33])[C:31]([O:15][C:12]1[CH:13]=[CH:14][C:9]([O:8][CH2:1][C:2]2[CH:3]=[CH:4][CH:5]=[CH:6][CH:7]=2)=[CH:10][C:11]=1[CH:16]([OH:23])[C:17]1[CH:18]=[CH:19][CH:20]=[CH:21][CH:22]=1)([CH3:38])[CH3:37])[CH3:36]. The yield is 0.650. (6) The reactants are [Cl:1][C:2]1[CH:3]=[C:4]([C:14](OC)=[O:15])[C:5]2[O:9][C:8]([CH2:10][CH2:11][CH3:12])=[CH:7][C:6]=2[CH:13]=1. The catalyst is C1COCC1. The product is [Cl:1][C:2]1[CH:3]=[C:4]([CH2:14][OH:15])[C:5]2[O:9][C:8]([CH2:10][CH2:11][CH3:12])=[CH:7][C:6]=2[CH:13]=1. The yield is 0.852. (7) The reactants are Cl[CH2:2][C:3]1[CH:7]=[C:6]([CH3:8])[O:5][N:4]=1.[OH:9][C:10]1[CH:15]=[CH:14][C:13]([NH:16][C:17]2[C:26]3[C:21](=[CH:22][CH:23]=[CH:24][C:25]=3[O:27][CH2:28][CH2:29][N:30]([CH3:34])[C:31](=[O:33])[CH3:32])[N:20]=[CH:19][N:18]=2)=[CH:12][C:11]=1[CH3:35]. No catalyst specified. The product is [CH3:34][N:30]([CH2:29][CH2:28][O:27][C:25]1[CH:24]=[CH:23][CH:22]=[C:21]2[C:26]=1[C:17]([NH:16][C:13]1[CH:14]=[CH:15][C:10]([O:9][CH2:2][C:3]3[CH:7]=[C:6]([CH3:8])[O:5][N:4]=3)=[C:11]([CH3:35])[CH:12]=1)=[N:18][CH:19]=[N:20]2)[C:31](=[O:33])[CH3:32]. The yield is 0.140. (8) The reactants are [CH2:1]([O:8][N:9]1[C:15](=[O:16])[N:14]2[CH2:17][C@H:10]1[CH2:11][CH2:12][C@H:13]2[C:18]([OH:20])=O)[C:2]1[CH:7]=[CH:6][CH:5]=[CH:4][CH:3]=1.[NH2:21][O:22][CH2:23][CH:24]1[CH2:29][CH2:28][CH2:27][CH2:26][N:25]1[C:30]([O:32][C:33]([CH3:36])([CH3:35])[CH3:34])=[O:31].ON1C2C=CC=CC=2N=N1.Cl.C(N=C=NCCCN(C)C)C. The catalyst is C(Cl)Cl. The product is [CH2:1]([O:8][N:9]1[C:15](=[O:16])[N:14]2[CH2:17][C@H:10]1[CH2:11][CH2:12][C@H:13]2[C:18]([NH:21][O:22][CH2:23][CH:24]1[CH2:29][CH2:28][CH2:27][CH2:26][N:25]1[C:30]([O:32][C:33]([CH3:36])([CH3:35])[CH3:34])=[O:31])=[O:20])[C:2]1[CH:3]=[CH:4][CH:5]=[CH:6][CH:7]=1. The yield is 0.910. (9) The reactants are [CH3:1]C1N(C2C=CC=C([N+]([O-])=O)C=2)C(=O)C2C(=CC=CC=2)N=1.[OH:22][C:23]1[CH:28]=[CH:27][C:26]([CH:29]=[CH:30][C:31]2[N:40]([C:41]3[CH:46]=[CH:45][CH:44]=[C:43]([N+:47]([O-:49])=[O:48])[CH:42]=3)[C:39](=[O:50])[C:38]3[C:33](=[CH:34][CH:35]=[CH:36][CH:37]=3)[N:32]=2)=[CH:25][CH:24]=1.CC([O-])=O.[Na+]. The catalyst is C(O)(=O)C. The product is [CH3:1][O:22][C:23]1[CH:24]=[CH:25][C:26](/[CH:29]=[CH:30]/[C:31]2[N:40]([C:41]3[CH:46]=[CH:45][CH:44]=[C:43]([N+:47]([O-:49])=[O:48])[CH:42]=3)[C:39](=[O:50])[C:38]3[C:33](=[CH:34][CH:35]=[CH:36][CH:37]=3)[N:32]=2)=[CH:27][CH:28]=1. The yield is 0.510. (10) The reactants are [F:1][C:2]1[CH:7]=[CH:6][CH:5]=[C:4]([F:8])[C:3]=1[N:9]1[C:14]2[N:15]=[C:16]([NH:30][CH2:31][CH2:32][N:33]([CH3:35])[CH3:34])[N:17]=[C:18]([C:19]3[CH:20]=[C:21]([CH:25]=[C:26]([F:29])[C:27]=3[CH3:28])[C:22]([OH:24])=O)[C:13]=2[CH2:12][NH:11][C:10]1=[O:36].[CH3:37][NH:38][CH3:39].C(N(CC)CC)C.CN(C(ON1N=NC2C=CC=CC1=2)=[N+](C)C)C.F[P-](F)(F)(F)(F)F. The catalyst is C(Cl)Cl. The product is [F:1][C:2]1[CH:7]=[CH:6][CH:5]=[C:4]([F:8])[C:3]=1[N:9]1[C:14]2[N:15]=[C:16]([NH:30][CH2:31][CH2:32][N:33]([CH3:35])[CH3:34])[N:17]=[C:18]([C:19]3[CH:20]=[C:21]([CH:25]=[C:26]([F:29])[C:27]=3[CH3:28])[C:22]([N:38]([CH3:39])[CH3:37])=[O:24])[C:13]=2[CH2:12][NH:11][C:10]1=[O:36]. The yield is 0.570.